Dataset: Full USPTO retrosynthesis dataset with 1.9M reactions from patents (1976-2016). Task: Predict the reactants needed to synthesize the given product. Given the product [Cl:1][C:2]1[CH:3]=[C:4]([N+:9]([O-:11])=[O:10])[C:5]([N:12]2[CH2:17][CH2:16][O:15][CH2:14][CH2:13]2)=[N:6][CH:7]=1, predict the reactants needed to synthesize it. The reactants are: [Cl:1][C:2]1[CH:3]=[C:4]([N+:9]([O-:11])=[O:10])[C:5](F)=[N:6][CH:7]=1.[NH:12]1[CH2:17][CH2:16][O:15][CH2:14][CH2:13]1.